This data is from Catalyst prediction with 721,799 reactions and 888 catalyst types from USPTO. The task is: Predict which catalyst facilitates the given reaction. (1) Reactant: [CH:1]([C:4]1[N:8]2[C:9]3[CH:16]=[C:15]([C:17]4[CH:22]=[CH:21][CH:20]=[CH:19][CH:18]=4)[C:14]([C:23]4[CH:28]=[CH:27][C:26]([C:29]5([NH:33]C(=O)OC(C)(C)C)[CH2:32][CH2:31][CH2:30]5)=[CH:25][CH:24]=4)=[N:13][C:10]=3[O:11][CH2:12][C:7]2=[N:6][N:5]=1)([CH3:3])[CH3:2]. Product: [CH:1]([C:4]1[N:8]2[C:9]3[CH:16]=[C:15]([C:17]4[CH:18]=[CH:19][CH:20]=[CH:21][CH:22]=4)[C:14]([C:23]4[CH:24]=[CH:25][C:26]([C:29]5([NH2:33])[CH2:30][CH2:31][CH2:32]5)=[CH:27][CH:28]=4)=[N:13][C:10]=3[O:11][CH2:12][C:7]2=[N:6][N:5]=1)([CH3:3])[CH3:2]. The catalyst class is: 67. (2) Reactant: Cl.[N:2]1([C:9]2[NH:13][C:12]3[CH:14]=[CH:15][C:16]([C:18]([F:21])([F:20])[F:19])=[CH:17][C:11]=3[N:10]=2)[CH2:8][CH2:7][CH2:6][NH:5][CH2:4][CH2:3]1.[N:22]1([C:28](Cl)=[O:29])[CH2:27][CH2:26][O:25][CH2:24][CH2:23]1.C(N(CC)C(C)C)(C)C. Product: [N:22]1([C:28]([N:5]2[CH2:6][CH2:7][CH2:8][N:2]([C:9]3[NH:10][C:11]4[CH:17]=[C:16]([C:18]([F:21])([F:19])[F:20])[CH:15]=[CH:14][C:12]=4[N:13]=3)[CH2:3][CH2:4]2)=[O:29])[CH2:27][CH2:26][O:25][CH2:24][CH2:23]1. The catalyst class is: 7.